This data is from Full USPTO retrosynthesis dataset with 1.9M reactions from patents (1976-2016). The task is: Predict the reactants needed to synthesize the given product. (1) The reactants are: [BH4-].[Na+].[F:3][C:4]1[CH:9]=[CH:8][C:7]([C:10](=[O:27])[CH:11]([CH2:17][C:18]2[O:19][C:20]([C:23]([F:26])([F:25])[F:24])=[CH:21][CH:22]=2)[C:12]([O:14][CH2:15][CH3:16])=[O:13])=[CH:6][CH:5]=1.Cl. Given the product [F:3][C:4]1[CH:9]=[CH:8][C:7]([CH:10]([OH:27])[CH:11]([CH2:17][C:18]2[O:19][C:20]([C:23]([F:24])([F:25])[F:26])=[CH:21][CH:22]=2)[C:12]([O:14][CH2:15][CH3:16])=[O:13])=[CH:6][CH:5]=1, predict the reactants needed to synthesize it. (2) Given the product [CH2:14]([C:2]1[CH:3]=[C:4]([CH:9]=[CH:10][CH:11]=1)[C:5]([O:7][CH3:8])=[O:6])[CH:13]=[CH2:12], predict the reactants needed to synthesize it. The reactants are: Br[C:2]1[CH:3]=[C:4]([CH:9]=[CH:10][CH:11]=1)[C:5]([O:7][CH3:8])=[O:6].[CH2:12]([Sn](CCCC)CCCC)[CH2:13][CH2:14]C.O. (3) Given the product [CH2:1]([O:8][CH2:9][C@H:10]([O:12][C:17]1[C:16]([Br:15])=[CH:21][CH:20]=[CH:19][N:18]=1)[CH3:11])[C:2]1[CH:7]=[CH:6][CH:5]=[CH:4][CH:3]=1, predict the reactants needed to synthesize it. The reactants are: [CH2:1]([O:8][CH2:9][C@H:10]([OH:12])[CH3:11])[C:2]1[CH:7]=[CH:6][CH:5]=[CH:4][CH:3]=1.[H-].[Na+].[Br:15][C:16]1[C:17](Cl)=[N:18][CH:19]=[CH:20][CH:21]=1. (4) Given the product [F:1][CH:2]([CH2:12][CH2:13][C:14]1[S:15][C:16]([NH:19][C:20](=[O:28])[CH2:21][C:22]2[CH:27]=[CH:26][CH:25]=[CH:24][N:23]=2)=[N:17][N:18]=1)[CH2:3][N:4]1[CH:8]=[C:7]([C:9]([NH:38][CH2:37][C:33]2[CH:32]=[C:31]([C:30]([F:40])([F:29])[F:39])[CH:36]=[CH:35][N:34]=2)=[O:11])[N:6]=[N:5]1, predict the reactants needed to synthesize it. The reactants are: [F:1][CH:2]([CH2:12][CH2:13][C:14]1[S:15][C:16]([NH:19][C:20](=[O:28])[CH2:21][C:22]2[CH:27]=[CH:26][CH:25]=[CH:24][N:23]=2)=[N:17][N:18]=1)[CH2:3][N:4]1[CH:8]=[C:7]([C:9]([OH:11])=O)[N:6]=[N:5]1.[F:29][C:30]([F:40])([F:39])[C:31]1[CH:36]=[CH:35][N:34]=[C:33]([CH2:37][NH2:38])[CH:32]=1.CN(C(ON1N=NC2C=CC=NC1=2)=[N+](C)C)C.F[P-](F)(F)(F)(F)F.C([O-])([O-])=O.[K+].[K+]. (5) Given the product [CH3:1][O:2][C:3]([C:5]1[C:13]2[N:12]([CH:14]3[CH2:16][CH2:15]3)[C:11]([C@@H:17]([NH2:19])[CH3:18])=[N:10][C:9]=2[CH:8]=[CH:7][C:6]=1[F:27])=[O:4], predict the reactants needed to synthesize it. The reactants are: [CH3:1][O:2][C:3]([C:5]1[C:13]2[N:12]([CH:14]3[CH2:16][CH2:15]3)[C:11]([C@@H:17]([NH:19]C(OC(C)(C)C)=O)[CH3:18])=[N:10][C:9]=2[CH:8]=[CH:7][C:6]=1[F:27])=[O:4].C(O)(C(F)(F)F)=O.